Predict the product of the given reaction. From a dataset of Forward reaction prediction with 1.9M reactions from USPTO patents (1976-2016). (1) The product is: [Cl:22][C:13]1[C:9]2[O:8][C:7]3[C:2]([B:23]([OH:27])[OH:24])=[CH:3][CH:4]=[CH:5][C:6]=3[C:10]=2[NH:11][N:12]=1. Given the reactants Br[C:2]1[C:7]2[O:8][C:9]3[C:13]([Cl:22])(C4C(C=O)=CC=CC=4)[NH:12][NH:11][C:10]=3[C:6]=2[CH:5]=[CH:4][CH:3]=1.[B:23]1(B2OC(C)(C)C(C)(C)O2)[O:27]C(C)(C)C(C)(C)[O:24]1.C([O-])(=O)C.[K+], predict the reaction product. (2) Given the reactants [CH3:1][C:2]1[O:3][C:4]2[C:9]([C:10](=[O:12])[CH:11]=1)=[CH:8][CH:7]=[CH:6][C:5]=2[CH:13]=[C:14]([C:19](=O)[CH3:20])[C:15]([O:17][CH3:18])=[O:16].[NH2:22][C:23]([CH3:32])=[CH:24][C:25](=[O:31])[CH2:26][CH:27]1[CH2:30][CH2:29][CH2:28]1, predict the reaction product. The product is: [CH:27]1([CH2:26][C:25]([C:24]2[CH:13]([C:5]3[CH:6]=[CH:7][CH:8]=[C:9]4[C:4]=3[O:3][C:2]([CH3:1])=[CH:11][C:10]4=[O:12])[C:14]([C:15]([O:17][CH3:18])=[O:16])=[C:19]([CH3:20])[NH:22][C:23]=2[CH3:32])=[O:31])[CH2:28][CH2:29][CH2:30]1.